Dataset: NCI-60 drug combinations with 297,098 pairs across 59 cell lines. Task: Regression. Given two drug SMILES strings and cell line genomic features, predict the synergy score measuring deviation from expected non-interaction effect. (1) Synergy scores: CSS=31.9, Synergy_ZIP=0.00572, Synergy_Bliss=-1.19, Synergy_Loewe=-5.55, Synergy_HSA=-5.45. Cell line: A549. Drug 1: C1C(C(OC1N2C=NC3=C(N=C(N=C32)Cl)N)CO)O. Drug 2: CC1=C2C(C(=O)C3(C(CC4C(C3C(C(C2(C)C)(CC1OC(=O)C(C(C5=CC=CC=C5)NC(=O)OC(C)(C)C)O)O)OC(=O)C6=CC=CC=C6)(CO4)OC(=O)C)O)C)O. (2) Drug 1: C1CCC(CC1)NC(=O)N(CCCl)N=O. Drug 2: CC(C)(C#N)C1=CC(=CC(=C1)CN2C=NC=N2)C(C)(C)C#N. Cell line: BT-549. Synergy scores: CSS=13.5, Synergy_ZIP=-5.88, Synergy_Bliss=1.37, Synergy_Loewe=1.54, Synergy_HSA=0.752. (3) Drug 1: C1=CC(=CC=C1CCCC(=O)O)N(CCCl)CCCl. Drug 2: CCCCCOC(=O)NC1=NC(=O)N(C=C1F)C2C(C(C(O2)C)O)O. Cell line: HS 578T. Synergy scores: CSS=13.0, Synergy_ZIP=-3.61, Synergy_Bliss=-4.85, Synergy_Loewe=-8.43, Synergy_HSA=-5.59.